From a dataset of Reaction yield outcomes from USPTO patents with 853,638 reactions. Predict the reaction yield, written as a fraction of the theoretical maximum amount of product (1.0 means a 100% yield; for example, 0.34 means a 34% yield). (1) The reactants are Cl[C:2]1[C:7]([NH:8][C:9](=O)[CH2:10][CH2:11][C:12]2[CH:17]=[CH:16][CH:15]=[CH:14][CH:13]=2)=C(Cl)N=[CH:4][N:3]=1.C([OH:22])C.N[C:24]([NH2:26])=[S:25]. The catalyst is C(O)=O. The product is [C:12]1([CH2:11][CH2:10][C:9]2[S:25][C:24]3[N:26]=[CH:4][N:3]=[C:2]([OH:22])[C:7]=3[N:8]=2)[CH:17]=[CH:16][CH:15]=[CH:14][CH:13]=1. The yield is 0.340. (2) The reactants are [C:1]([O:5][C:6]([NH:8][C@@H:9]([C:13]1[CH:18]=[CH:17][CH:16]=[CH:15][CH:14]=1)[C:10](O)=[O:11])=[O:7])([CH3:4])([CH3:3])[CH3:2].[OH-].[NH4+].C1C=CC2N(O)N=[N:27]C=2C=1.CCN=C=NCCCN(C)C. The catalyst is CN(C=O)C. The product is [NH2:27][C:10](=[O:11])[C@@H:9]([NH:8][C:6](=[O:7])[O:5][C:1]([CH3:4])([CH3:3])[CH3:2])[C:13]1[CH:18]=[CH:17][CH:16]=[CH:15][CH:14]=1. The yield is 0.990.